From a dataset of Forward reaction prediction with 1.9M reactions from USPTO patents (1976-2016). Predict the product of the given reaction. (1) The product is: [Br:25][C:26]1[N:27]=[C:28]([CH2:32][N:9]2[C:10]3[C:15](=[N:14][CH:13]=[CH:12][C:11]=3[CH3:18])[C:16](=[O:17])[C:7]([C:5](=[O:6])[C:4]3[CH:19]=[CH:20][C:21]([CH3:22])=[C:2]([CH3:1])[CH:3]=3)=[CH:8]2)[CH:29]=[CH:30][CH:31]=1. Given the reactants [CH3:1][C:2]1[CH:3]=[C:4]([CH:19]=[CH:20][C:21]=1[CH3:22])[C:5]([C:7]1[C:16](=[O:17])[C:15]2[C:10](=[C:11]([CH3:18])[CH:12]=[CH:13][N:14]=2)[NH:9][CH:8]=1)=[O:6].[H-].[Na+].[Br:25][C:26]1[CH:31]=[CH:30][CH:29]=[C:28]([CH2:32]Br)[N:27]=1, predict the reaction product. (2) Given the reactants [F:1][C:2]1[CH:3]=[CH:4][C:5]([C:26]2[C:31]([CH3:32])=[CH:30][C:29]([OH:33])=[CH:28][C:27]=2[CH3:34])=[C:6]2[C:10]=1[C@H:9]([O:11][C:12]1[CH:25]=[CH:24][C:15]3[C@H:16]([CH2:19][C:20]([O:22][CH3:23])=[O:21])[CH2:17][O:18][C:14]=3[CH:13]=1)[CH2:8][CH2:7]2.Cl[CH2:36][C:37]1[CH:42]=[CH:41][N:40]([CH3:43])[C:39](=[O:44])[CH:38]=1.C(=O)([O-])[O-].[K+].[K+], predict the reaction product. The product is: [CH3:34][C:27]1[CH:28]=[C:29]([O:33][CH2:36][C:37]2[CH:42]=[CH:41][N:40]([CH3:43])[C:39](=[O:44])[CH:38]=2)[CH:30]=[C:31]([CH3:32])[C:26]=1[C:5]1[CH:4]=[CH:3][C:2]([F:1])=[C:10]2[C:6]=1[CH2:7][CH2:8][C@H:9]2[O:11][C:12]1[CH:25]=[CH:24][C:15]2[C@H:16]([CH2:19][C:20]([O:22][CH3:23])=[O:21])[CH2:17][O:18][C:14]=2[CH:13]=1. (3) Given the reactants Br[C:2]1[C:11]2[C:6](=[CH:7][CH:8]=[CH:9][CH:10]=2)[N:5]=[C:4]([N:12]2[CH2:17][CH2:16][N:15]([CH3:18])[CH2:14][CH2:13]2)[CH:3]=1.[B:19]1([B:19]2[O:23][C:22]([CH3:25])([CH3:24])[C:21]([CH3:27])([CH3:26])[O:20]2)[O:23][C:22]([CH3:25])([CH3:24])[C:21]([CH3:27])([CH3:26])[O:20]1.C([O-])(=O)C.[K+], predict the reaction product. The product is: [CH3:18][N:15]1[CH2:16][CH2:17][N:12]([C:4]2[CH:3]=[C:2]([B:19]3[O:23][C:22]([CH3:25])([CH3:24])[C:21]([CH3:27])([CH3:26])[O:20]3)[C:11]3[C:6](=[CH:7][CH:8]=[CH:9][CH:10]=3)[N:5]=2)[CH2:13][CH2:14]1. (4) Given the reactants Cl[C:2]([F:7])([F:6])C([O-])=O.[Na+].C(=O)([O-])[O-].[K+].[K+].CN(C=O)C.[OH:20][C:21]1[C:29]2[C:24](=[CH:25][CH:26]=[C:27]([N+:30]([O-:32])=[O:31])[CH:28]=2)[N:23]([C:33]([O:35][CH2:36][CH3:37])=[O:34])[N:22]=1, predict the reaction product. The product is: [F:7][CH:2]([F:6])[O:20][C:21]1[C:29]2[C:24](=[CH:25][CH:26]=[C:27]([N+:30]([O-:32])=[O:31])[CH:28]=2)[N:23]([C:33]([O:35][CH2:36][CH3:37])=[O:34])[N:22]=1. (5) Given the reactants C([O:8][C:9](=[O:31])[CH:10]([C:21]1[CH:26]=[CH:25][C:24]([C:27]([CH3:30])([CH3:29])[CH3:28])=[CH:23][CH:22]=1)[CH2:11][C:12]1[CH:17]=[CH:16][C:15]([N+:18]([O-:20])=[O:19])=[CH:14][CH:13]=1)C1C=CC=CC=1.[OH-].[Na+].Cl, predict the reaction product. The product is: [C:27]([C:24]1[CH:23]=[CH:22][C:21]([CH:10]([CH2:11][C:12]2[CH:17]=[CH:16][C:15]([N+:18]([O-:20])=[O:19])=[CH:14][CH:13]=2)[C:9]([OH:31])=[O:8])=[CH:26][CH:25]=1)([CH3:30])([CH3:28])[CH3:29]. (6) Given the reactants [NH2:1][C:2]1[CH:12]=[CH:11][C:5]([C:6]([O:8][CH2:9][CH3:10])=[O:7])=[CH:4][N:3]=1.[C:13]([N:21]=[C:22]=[S:23])(=[O:20])[C:14]1[CH:19]=[CH:18][CH:17]=[CH:16][CH:15]=1, predict the reaction product. The product is: [C:13]([NH:21][C:22](=[S:23])[NH:1][C:2]1[CH:12]=[CH:11][C:5]([C:6]([O:8][CH2:9][CH3:10])=[O:7])=[CH:4][N:3]=1)(=[O:20])[C:14]1[CH:19]=[CH:18][CH:17]=[CH:16][CH:15]=1.